From a dataset of Reaction yield outcomes from USPTO patents with 853,638 reactions. Predict the reaction yield, written as a fraction of the theoretical maximum amount of product (1.0 means a 100% yield; for example, 0.34 means a 34% yield). (1) The reactants are N[C:2]1[CH:3]=[C:4]2[C:9](=[CH:10][CH:11]=1)[NH:8][C:7]1[N:12]([C:16]3[CH:21]=[CH:20][CH:19]=[CH:18][N:17]=3)[N:13]=[C:14]([CH3:15])[C:6]=1[C:5]2=[O:22].[B-][C:24]#[N:25].[Na+].[CH2:27]=O. The catalyst is C(O)(=O)C. The product is [CH3:27][N:25]([CH3:24])[C:2]1[CH:3]=[C:4]2[C:9](=[CH:10][CH:11]=1)[NH:8][C:7]1[N:12]([C:16]3[CH:21]=[CH:20][CH:19]=[CH:18][N:17]=3)[N:13]=[C:14]([CH3:15])[C:6]=1[C:5]2=[O:22]. The yield is 0.510. (2) The yield is 0.280. The product is [Cl:1][C:2]1[N:7]=[C:6]([NH:9][C:10]2[CH:11]=[C:12]([C:15]([CH3:18])([CH3:17])[CH3:16])[NH:13][N:14]=2)[CH:5]=[CH:4][N:3]=1. The reactants are [Cl:1][C:2]1[N:7]=[C:6](Cl)[CH:5]=[CH:4][N:3]=1.[NH2:9][C:10]1[NH:14][N:13]=[C:12]([C:15]([CH3:18])([CH3:17])[CH3:16])[CH:11]=1.CCN(C(C)C)C(C)C. The catalyst is C1COCC1.